Dataset: Full USPTO retrosynthesis dataset with 1.9M reactions from patents (1976-2016). Task: Predict the reactants needed to synthesize the given product. (1) Given the product [F:10][C:11]1[CH:12]=[C:13]([NH:17][C:18]([N:8]2[CH2:7][CH2:6][NH:5][CH:4]([CH:1]([CH3:3])[CH3:2])[CH2:9]2)=[O:19])[CH:14]=[CH:15][CH:16]=1, predict the reactants needed to synthesize it. The reactants are: [CH:1]([CH:4]1[CH2:9][NH:8][CH2:7][CH2:6][NH:5]1)([CH3:3])[CH3:2].[F:10][C:11]1[CH:16]=[CH:15][CH:14]=[C:13]([N:17]=[C:18]=[O:19])[CH:12]=1. (2) Given the product [C:1]1([C:21]2[C:29]([CH3:30])=[CH:28][CH:27]=[C:26]3[C:22]=2[CH:23]=[CH:24][CH2:25]3)[C:10]2[C:5](=[CH:6][CH:7]=[CH:8][CH:9]=2)[CH:4]=[CH:3][CH:2]=1, predict the reactants needed to synthesize it. The reactants are: [C:1]1(B(O)O)[C:10]2[C:5](=[CH:6][CH:7]=[CH:8][CH:9]=2)[CH:4]=[CH:3][CH:2]=1.C(=O)([O-])[O-].[Cs+].[Cs+].Br[C:21]1[C:29]([CH3:30])=[CH:28][CH:27]=[C:26]2[C:22]=1[CH:23]=[CH:24][CH2:25]2.